This data is from Full USPTO retrosynthesis dataset with 1.9M reactions from patents (1976-2016). The task is: Predict the reactants needed to synthesize the given product. (1) Given the product [Cl:1][C:2]1[CH:35]=[CH:34][C:5]([CH2:6][NH:7][C:8]([C:10]2[C:19](=[O:20])[C:18]3[C:13](=[C:14]([F:28])[CH:15]=[C:16]([CH2:21][N:22]4[CH2:27][CH2:26][O:25][CH2:24][CH2:23]4)[CH:17]=3)[N:12]([CH2:29][C:30]([NH:37][CH3:36])=[O:31])[CH:11]=2)=[O:9])=[CH:4][CH:3]=1, predict the reactants needed to synthesize it. The reactants are: [Cl:1][C:2]1[CH:35]=[CH:34][C:5]([CH2:6][NH:7][C:8]([C:10]2[C:19](=[O:20])[C:18]3[C:13](=[C:14]([F:28])[CH:15]=[C:16]([CH2:21][N:22]4[CH2:27][CH2:26][O:25][CH2:24][CH2:23]4)[CH:17]=3)[N:12]([CH2:29][C:30](OC)=[O:31])[CH:11]=2)=[O:9])=[CH:4][CH:3]=1.[CH3:36][NH2:37]. (2) Given the product [NH2:7][C:8]1[NH:13][C:12](=[O:14])[C:11]([CH2:15][NH:16][C:40]([C@@H:24]2[CH2:29][CH2:28][CH2:27][N:26]([C:30]([O:32][CH2:33][C:34]3[CH:35]=[CH:36][CH:37]=[CH:38][CH:39]=3)=[O:31])[CH2:25]2)=[O:41])=[N:10][N:9]=1, predict the reactants needed to synthesize it. The reactants are: C(=O)([O-])O.[Na+].Cl.[NH2:7][C:8]1[NH:13][C:12](=[O:14])[C:11]([CH2:15][NH2:16])=[N:10][N:9]=1.O=C1CCC(=O)N1[C@:24]1([C:40]([O-])=[O:41])[CH2:29][CH2:28][CH2:27][N:26]([C:30]([O:32][CH2:33][C:34]2[CH:39]=[CH:38][CH:37]=[CH:36][CH:35]=2)=[O:31])[CH2:25]1.C1COCC1. (3) Given the product [F:27][C:2]([F:1])([F:26])[C:3]1[CH:4]=[CH:5][C:6]([O:9][C:10]2[CH:11]=[CH:12][C:13]([O:16][C:17]([N:19]3[CH2:24][CH2:23][CH:22]([S:34][C:29]4[CH:30]=[CH:31][CH:32]=[CH:33][N:28]=4)[CH2:21][CH2:20]3)=[O:18])=[CH:14][CH:15]=2)=[N:7][CH:8]=1, predict the reactants needed to synthesize it. The reactants are: [F:1][C:2]([F:27])([F:26])[C:3]1[CH:4]=[CH:5][C:6]([O:9][C:10]2[CH:15]=[CH:14][C:13]([O:16][C:17]([N:19]3[CH2:24][CH2:23][CH:22](O)[CH2:21][CH2:20]3)=[O:18])=[CH:12][CH:11]=2)=[N:7][CH:8]=1.[N:28]1[CH:33]=[CH:32][CH:31]=[CH:30][C:29]=1[SH:34]. (4) Given the product [F:31][C:28]1[CH:27]=[N:26][C:25]([N:5]2[CH2:4][CH2:3][N:2]([C:8]3[N:13]=[CH:12][C:11]([O:14][CH2:15][C:16]4[C:21]([C:22]#[N:23])=[CH:20][N:19]=[CH:18][CH:17]=4)=[CH:10][N:9]=3)[CH2:7][CH2:6]2)=[N:30][CH:29]=1, predict the reactants needed to synthesize it. The reactants are: Cl.[N:2]1([C:8]2[N:13]=[CH:12][C:11]([O:14][CH2:15][C:16]3[C:21]([C:22]#[N:23])=[CH:20][N:19]=[CH:18][CH:17]=3)=[CH:10][N:9]=2)[CH2:7][CH2:6][NH:5][CH2:4][CH2:3]1.Cl[C:25]1[N:30]=[CH:29][C:28]([F:31])=[CH:27][N:26]=1.C(N(C(C)C)C(C)C)C. (5) Given the product [CH3:27][C:28]1[C:32]([S:33]([N:47]2[CH2:48][CH2:49][CH:44]([O:43][C:42]3[CH:50]=[CH:51][C:52]([O:53][CH3:54])=[C:40]([F:39])[CH:41]=3)[CH2:45][CH2:46]2)(=[O:35])=[O:34])=[C:31]([CH3:37])[NH:30][N:29]=1, predict the reactants needed to synthesize it. The reactants are: ClC1C=C(C=CC=1Cl)OC1CCN(S(C2C(C)=NN(C)C=2C)(=O)=O)CC1.[CH3:27][C:28]1[C:32]([S:33](Cl)(=[O:35])=[O:34])=[C:31]([CH3:37])[NH:30][N:29]=1.Cl.[F:39][C:40]1[CH:41]=[C:42]([CH:50]=[CH:51][C:52]=1[O:53][CH3:54])[O:43][CH:44]1[CH2:49][CH2:48][NH:47][CH2:46][CH2:45]1. (6) Given the product [OH:12][CH2:11][CH:8]1[CH2:7][CH2:6][CH:5]([C:3]([O:2][CH3:1])=[O:4])[CH2:10][CH2:9]1, predict the reactants needed to synthesize it. The reactants are: [CH3:1][O:2][C:3]([CH:5]1[CH2:10][CH2:9][CH:8]([C:11](O)=[O:12])[CH2:7][CH2:6]1)=[O:4].B.CSC.CO. (7) Given the product [NH2:41][C:38]1[N:39]=[CH:40][C:35]([C:2]2[N:11]=[C:10]([NH:12][CH2:13][CH:14]([C:21]3[CH:26]=[CH:25][CH:24]=[CH:23][CH:22]=3)[C:15]3[CH:16]=[N:17][CH:18]=[CH:19][CH:20]=3)[C:9]3[C:4](=[CH:5][CH:6]=[CH:7][CH:8]=3)[N:3]=2)=[CH:36][N:37]=1, predict the reactants needed to synthesize it. The reactants are: Cl[C:2]1[N:11]=[C:10]([NH:12][CH2:13][CH:14]([C:21]2[CH:26]=[CH:25][CH:24]=[CH:23][CH:22]=2)[C:15]2[CH:16]=[N:17][CH:18]=[CH:19][CH:20]=2)[C:9]2[C:4](=[CH:5][CH:6]=[CH:7][CH:8]=2)[N:3]=1.CC1(C)C(C)(C)OB([C:35]2[CH:36]=[N:37][C:38]([NH2:41])=[N:39][CH:40]=2)O1.N1C=CN2C=C(C3N=C(NCC(C4C=CC=CC=4)C4NC=CC=4)C4C(=CC=CC=4)N=3)C=CC=12. (8) Given the product [C:1]([O:5][C:6](=[N:29][NH:30][C:31]([NH2:33])=[O:32])[CH2:7][C@H:8]([NH2:11])[CH:9]=[O:10])([CH3:4])([CH3:2])[CH3:3], predict the reactants needed to synthesize it. The reactants are: [C:1]([O:5][C:6](=[N:29][NH:30][C:31]([NH2:33])=[O:32])[CH2:7][C@H:8]([NH:11]C(OCC1C2CC3C(=CC=CC=3)C=2C=CC=1)=O)[CH:9]=[O:10])([CH3:4])([CH3:3])[CH3:2].C(NCC)C. (9) The reactants are: [F:1][C:2]1[CH:7]=[CH:6][C:5]([CH:8]([S:12]([C:15]2[CH:20]=[CH:19][C:18]([CH3:21])=[CH:17][CH:16]=2)(=[O:14])=[O:13])[NH:9][CH:10]=O)=[CH:4][CH:3]=1.P(Cl)(Cl)(Cl)=O.N1C(C)=CC=CC=1C. Given the product [F:1][C:2]1[CH:3]=[CH:4][C:5]([CH:8]([N+:9]#[C-:10])[S:12]([C:15]2[CH:20]=[CH:19][C:18]([CH3:21])=[CH:17][CH:16]=2)(=[O:14])=[O:13])=[CH:6][CH:7]=1, predict the reactants needed to synthesize it.